Dataset: NCI-60 drug combinations with 297,098 pairs across 59 cell lines. Task: Regression. Given two drug SMILES strings and cell line genomic features, predict the synergy score measuring deviation from expected non-interaction effect. (1) Drug 1: C1=NC2=C(N1)C(=S)N=C(N2)N. Drug 2: CC12CCC3C(C1CCC2O)C(CC4=C3C=CC(=C4)O)CCCCCCCCCS(=O)CCCC(C(F)(F)F)(F)F. Cell line: HOP-62. Synergy scores: CSS=42.9, Synergy_ZIP=5.95, Synergy_Bliss=3.50, Synergy_Loewe=-1.08, Synergy_HSA=4.04. (2) Drug 1: C1CC(C1)(C(=O)O)C(=O)O.[NH2-].[NH2-].[Pt+2]. Drug 2: C1=NC2=C(N=C(N=C2N1C3C(C(C(O3)CO)O)F)Cl)N. Cell line: COLO 205. Synergy scores: CSS=16.5, Synergy_ZIP=-5.57, Synergy_Bliss=-3.92, Synergy_Loewe=-32.7, Synergy_HSA=-7.94. (3) Drug 1: CCCS(=O)(=O)NC1=C(C(=C(C=C1)F)C(=O)C2=CNC3=C2C=C(C=N3)C4=CC=C(C=C4)Cl)F. Drug 2: CC(CN1CC(=O)NC(=O)C1)N2CC(=O)NC(=O)C2. Cell line: SK-MEL-2. Synergy scores: CSS=19.1, Synergy_ZIP=-2.00, Synergy_Bliss=3.61, Synergy_Loewe=-1.03, Synergy_HSA=0.607. (4) Drug 1: CCC1=CC2CC(C3=C(CN(C2)C1)C4=CC=CC=C4N3)(C5=C(C=C6C(=C5)C78CCN9C7C(C=CC9)(C(C(C8N6C)(C(=O)OC)O)OC(=O)C)CC)OC)C(=O)OC.C(C(C(=O)O)O)(C(=O)O)O. Drug 2: C(CN)CNCCSP(=O)(O)O. Cell line: A549. Synergy scores: CSS=42.6, Synergy_ZIP=0.535, Synergy_Bliss=0.235, Synergy_Loewe=-69.3, Synergy_HSA=-0.699.